This data is from Forward reaction prediction with 1.9M reactions from USPTO patents (1976-2016). The task is: Predict the product of the given reaction. (1) The product is: [CH3:12][N:13]([CH3:14])[C:7]([CH:3]1[CH2:4][CH2:5][CH2:6][C:2]1=[O:1])=[O:9]. Given the reactants [O:1]=[C:2]1[CH2:6][CH2:5][CH2:4][CH:3]1[C:7]([O:9]CC)=O.[CH3:12][NH:13][CH3:14], predict the reaction product. (2) Given the reactants Cl.[F:2][C:3]1([F:19])[O:7][C:6]2[CH:8]=[CH:9][C:10]([CH2:12][CH:13]3[CH2:18][CH2:17][CH2:16][NH:15][CH2:14]3)=[CH:11][C:5]=2[O:4]1.CCN(CC)CC.C1([O:33][C:34](=O)[NH:35][C:36]2[CH:37]=[N:38][CH:39]=[CH:40][CH:41]=2)C=CC=CC=1, predict the reaction product. The product is: [N:38]1[CH:39]=[CH:40][CH:41]=[C:36]([NH:35][C:34]([N:15]2[CH2:16][CH2:17][CH2:18][CH:13]([CH2:12][C:10]3[CH:9]=[CH:8][C:6]4[O:7][C:3]([F:2])([F:19])[O:4][C:5]=4[CH:11]=3)[CH2:14]2)=[O:33])[CH:37]=1. (3) The product is: [ClH:24].[CH:1]1([CH2:4][O:5][C:6]2[CH:7]=[CH:8][C:9]3[CH2:10][NH:11][CH2:12][CH2:13][O:14][C:15]=3[N:16]=2)[CH2:2][CH2:3]1. Given the reactants [CH:1]1([CH2:4][O:5][C:6]2[CH:7]=[CH:8][C:9]3[CH2:10][N:11](C(OC(C)(C)C)=O)[CH2:12][CH2:13][O:14][C:15]=3[N:16]=2)[CH2:3][CH2:2]1.[ClH:24].C(OCC)(=O)C, predict the reaction product. (4) Given the reactants [CH2:1]([O:8][C:9]1[C:24]([O:25][CH3:26])=[CH:23][C:12]([C:13]([O:15][CH2:16][C:17]2[CH:22]=[CH:21][CH:20]=[CH:19][CH:18]=2)=[O:14])=[C:11]([N+:27]([O-])=O)[CH:10]=1)[C:2]1[CH:7]=[CH:6][CH:5]=[CH:4][CH:3]=1.S(S([O-])=O)([O-])=O.[Na+].[Na+].O.[OH-].[Na+], predict the reaction product. The product is: [NH2:27][C:11]1[CH:10]=[C:9]([O:8][CH2:1][C:2]2[CH:3]=[CH:4][CH:5]=[CH:6][CH:7]=2)[C:24]([O:25][CH3:26])=[CH:23][C:12]=1[C:13]([O:15][CH2:16][C:17]1[CH:18]=[CH:19][CH:20]=[CH:21][CH:22]=1)=[O:14]. (5) The product is: [Br:1][C:2]1[CH:6]=[N:5][N:4]([CH3:7])[C:3]=1[C:8]1[CH:9]=[C:10]([NH:16][C:25]([NH:24][C:19]2[CH:20]=[CH:21][CH:22]=[CH:23][C:18]=2[F:17])=[O:26])[CH:11]=[CH:12][C:13]=1[O:14][CH3:15]. Given the reactants [Br:1][C:2]1[CH:6]=[N:5][N:4]([CH3:7])[C:3]=1[C:8]1[CH:9]=[C:10]([NH2:16])[CH:11]=[CH:12][C:13]=1[O:14][CH3:15].[F:17][C:18]1[CH:23]=[CH:22][CH:21]=[CH:20][C:19]=1[N:24]=[C:25]=[O:26], predict the reaction product. (6) The product is: [F:8][C:5]1[CH:6]=[CH:7][C:2]([NH:12][CH2:13][C@@H:14]2[CH2:18][CH2:17][N:16]([C:19]([O:21][C:22]([CH3:25])([CH3:24])[CH3:23])=[O:20])[CH2:15]2)=[C:3]([N+:9]([O-:11])=[O:10])[CH:4]=1. Given the reactants Cl[C:2]1[CH:7]=[CH:6][C:5]([F:8])=[CH:4][C:3]=1[N+:9]([O-:11])=[O:10].[NH2:12][CH2:13][C@@H:14]1[CH2:18][CH2:17][N:16]([C:19]([O:21][C:22]([CH3:25])([CH3:24])[CH3:23])=[O:20])[CH2:15]1.C1C=CC(P(C2C(C3C(P(C4C=CC=CC=4)C4C=CC=CC=4)=CC=C4C=3C=CC=C4)=C3C(C=CC=C3)=CC=2)C2C=CC=CC=2)=CC=1, predict the reaction product.